From a dataset of Catalyst prediction with 721,799 reactions and 888 catalyst types from USPTO. Predict which catalyst facilitates the given reaction. Reactant: [Cl:1][C:2]1[C:6]2[CH:7]=[C:8]([CH:13]=[O:14])[C:9](F)=[C:10]([F:11])[C:5]=2[O:4][N:3]=1.C(N(C(C)C)CC)(C)C.[CH3:24][C@H:25]1[O:30][C@H:29]([CH3:31])[CH2:28][NH:27][CH2:26]1. Product: [Cl:1][C:2]1[C:6]2[CH:7]=[C:8]([CH:13]=[O:14])[C:9]([N:27]3[CH2:26][C@@H:25]([CH3:24])[O:30][C@H:29]([CH3:31])[CH2:28]3)=[C:10]([F:11])[C:5]=2[O:4][N:3]=1. The catalyst class is: 10.